This data is from Reaction yield outcomes from USPTO patents with 853,638 reactions. The task is: Predict the reaction yield, written as a fraction of the theoretical maximum amount of product (1.0 means a 100% yield; for example, 0.34 means a 34% yield). The reactants are [Cl:1][C:2]1[CH:8]=[CH:7][C:6]([O:9][CH3:10])=[CH:5][C:3]=1[NH2:4].Cl.[C:12]1(Cl)[C:18](=O)C(Cl)=C(Cl)[C:14](=O)[C:13]=1Cl.C(=O)/C=C/C. The catalyst is C(O)CCC.O1CCCC1. The product is [ClH:1].[Cl:1][C:2]1[CH:8]=[CH:7][C:6]([O:9][CH3:10])=[C:5]2[C:3]=1[N:4]=[C:13]([CH3:14])[CH:12]=[CH:18]2. The yield is 0.740.